Task: Predict the reaction yield, written as a fraction of the theoretical maximum amount of product (1.0 means a 100% yield; for example, 0.34 means a 34% yield).. Dataset: Reaction yield outcomes from USPTO patents with 853,638 reactions (1) The reactants are [C:1]([O:5][C:6]([N:8]1[CH2:13][CH:12]=[C:11]([C:14]2[C:22]3[C:17](=[CH:18][CH:19]=[C:20]([N+:23]([O-:25])=[O:24])[CH:21]=3)[NH:16][CH:15]=2)[CH2:10][CH2:9]1)=[O:7])([CH3:4])([CH3:3])[CH3:2].[OH-].[Na+].[CH3:28][S:29](Cl)(=[O:31])=[O:30].C(OCC)(=O)C. The catalyst is C1(C)C=CC=CC=1. The product is [C:1]([O:5][C:6]([N:8]1[CH2:9][CH:10]=[C:11]([C:14]2[C:22]3[C:17](=[CH:18][CH:19]=[C:20]([N+:23]([O-:25])=[O:24])[CH:21]=3)[N:16]([S:29]([CH3:28])(=[O:31])=[O:30])[CH:15]=2)[CH2:12][CH2:13]1)=[O:7])([CH3:4])([CH3:2])[CH3:3]. The yield is 0.760. (2) The reactants are [CH2:1]([O:8][C:9]1[C:14](=[O:15])[N:13]2[CH:16]=[C:17]([CH3:20])[CH:18]=[CH:19][C:12]2=[N:11][C:10]=1[C:21]([NH:23][NH2:24])=[O:22])[C:2]1[CH:7]=[CH:6][CH:5]=[CH:4][CH:3]=1.C(=O)([O-])[O-].[Na+].[Na+].[F:31][C:32]1[CH:37]=[CH:36][C:35]([CH2:38][C:39](Cl)=[O:40])=[CH:34][CH:33]=1. The catalyst is O1CCCC1. The product is [F:31][C:32]1[CH:37]=[CH:36][C:35]([CH2:38][C:39]([NH:24][NH:23][C:21]([C:10]2[N:11]=[C:12]3[CH:19]=[CH:18][C:17]([CH3:20])=[CH:16][N:13]3[C:14](=[O:15])[C:9]=2[O:8][CH2:1][C:2]2[CH:3]=[CH:4][CH:5]=[CH:6][CH:7]=2)=[O:22])=[O:40])=[CH:34][CH:33]=1. The yield is 0.860. (3) The reactants are [CH3:1][O:2][C:3]1[N:8]=[C:7](/[CH:9]=[CH:10]/[C:11]2[N:29]=[C:14]3[C@H:15]([C:19]4[CH:24]=[CH:23][CH:22]=[CH:21][C:20]=4[C:25]([F:28])([F:27])[F:26])[CH2:16][CH2:17][CH2:18][N:13]3[N:12]=2)[CH:6]=[CH:5][C:4]=1[N:30]1[CH:34]=[C:33]([CH3:35])[N:32]=[CH:31]1.CC(C)(C)C(O[C@@H]([C@H](OC(=O)C(C)(C)C)C(O)=O)C(O)=O)=O.Cl. The catalyst is C(OCC)(=O)C. The product is [CH3:1][O:2][C:3]1[N:8]=[C:7](/[CH:9]=[CH:10]/[C:11]2[N:29]=[C:14]3[C@H:15]([C:19]4[CH:24]=[CH:23][CH:22]=[CH:21][C:20]=4[C:25]([F:28])([F:27])[F:26])[CH2:16][CH2:17][CH2:18][N:13]3[N:12]=2)[CH:6]=[CH:5][C:4]=1[N:30]1[CH:34]=[C:33]([CH3:35])[N:32]=[CH:31]1. The yield is 0.914. (4) The reactants are [NH2:1][C:2]1[C:7]([F:8])=[C:6](Cl)[N:5]=[C:4]([C:10]([O:12][CH:13]([CH3:15])[CH3:14])=[O:11])[C:3]=1[Cl:16].[Cl:17][C:18]1[CH:23]=[CH:22][C:21](B2OCCCO2)=[C:20]([F:30])[C:19]=1[O:31][CH3:32].[F-].[Cs+].C(#N)C. The catalyst is Cl[Pd](Cl)([P](C1C=CC=CC=1)(C1C=CC=CC=1)C1C=CC=CC=1)[P](C1C=CC=CC=1)(C1C=CC=CC=1)C1C=CC=CC=1.O. The product is [NH2:1][C:2]1[C:7]([F:8])=[C:6]([C:21]2[CH:22]=[CH:23][C:18]([Cl:17])=[C:19]([O:31][CH3:32])[C:20]=2[F:30])[N:5]=[C:4]([C:10]([O:12][CH:13]([CH3:15])[CH3:14])=[O:11])[C:3]=1[Cl:16]. The yield is 0.820. (5) No catalyst specified. The product is [Br:1][C:2]1[CH:3]=[C:4]([C:14]([O:16][CH3:17])=[O:15])[C:5]2[C:6]([F:19])=[CH:7][N:8]([CH:11]([CH3:13])[CH3:12])[C:9]=2[CH:10]=1. The reactants are [Br:1][C:2]1[CH:3]=[C:4]([C:14]([O:16][CH3:17])=[O:15])[C:5]2[CH:6]=[CH:7][N:8]([CH:11]([CH3:13])[CH3:12])[C:9]=2[CH:10]=1.[B-](F)(F)(F)[F:19].[B-](F)(F)(F)F.C1[N+]2(CCl)CC[N+](F)(CC2)C1.[N+](CC)([O-])=O. The yield is 0.205. (6) The reactants are I[CH3:2].[CH:3]1([N:6]2[C:10]([C:11]3[CH:16]=[CH:15][N:14]=[CH:13][CH:12]=3)=[N:9][N:8]=[C:7]2[SH:17])[CH2:5][CH2:4]1. The catalyst is C(O)C.[OH-].[Na+]. The product is [CH:3]1([N:6]2[C:7]([S:17][CH3:2])=[N:8][N:9]=[C:10]2[C:11]2[CH:16]=[CH:15][N:14]=[CH:13][CH:12]=2)[CH2:5][CH2:4]1. The yield is 0.690. (7) The reactants are Cl.O1CCOCC1.C(OC([NH:15][CH2:16][C:17]1[CH:22]=[CH:21][C:20]([C:23](=[O:29])[CH2:24][C:25]([CH3:28])([CH3:27])[CH3:26])=[CH:19][C:18]=1[F:30])=O)(C)(C)C.C([O-])(O)=O.[Na+]. The catalyst is ClCCl. The product is [CH3:26][C:25]([CH3:28])([CH3:27])[CH2:24][C:23]([C:20]1[CH:21]=[CH:22][C:17]([CH2:16][NH2:15])=[C:18]([F:30])[CH:19]=1)=[O:29]. The yield is 0.990. (8) The reactants are Br[CH2:2][C:3]([C:5]1[CH:14]=[CH:13][CH:12]=[C:11]2[C:6]=1[N:7]=[C:8]([NH:16][CH2:17][C:18]([F:21])([F:20])[F:19])[C:9]([CH3:15])=[N:10]2)=[O:4].[C:22]([O:26][C:27]([NH:29][C:30]1([C:33](=[O:40])[CH2:34][C:35]([O:37][CH2:38][CH3:39])=[O:36])[CH2:32][CH2:31]1)=[O:28])([CH3:25])([CH3:24])[CH3:23].C([O-])([O-])=O.[K+].[K+].[NH4+].[Cl-]. The catalyst is CN(C=O)C.CCOC(C)=O. The product is [C:22]([O:26][C:27]([NH:29][C:30]1([C:33]([CH:34]([CH2:2][C:3]([C:5]2[CH:14]=[CH:13][CH:12]=[C:11]3[C:6]=2[N:7]=[C:8]([NH:16][CH2:17][C:18]([F:21])([F:20])[F:19])[C:9]([CH3:15])=[N:10]3)=[O:4])[C:35]([O:37][CH2:38][CH3:39])=[O:36])=[O:40])[CH2:32][CH2:31]1)=[O:28])([CH3:25])([CH3:24])[CH3:23]. The yield is 0.830. (9) The reactants are [Br:1][C:2]1[CH:3]=[C:4]2[C:8](=[CH:9][C:10]=1[N+:11]([O-:13])=[O:12])[NH:7][CH2:6][CH2:5]2.C(C1C(=O)C(Cl)=C(Cl)C(=O)C=1C#N)#N. The catalyst is O1CCOCC1. The product is [Br:1][C:2]1[CH:3]=[C:4]2[C:8](=[CH:9][C:10]=1[N+:11]([O-:13])=[O:12])[NH:7][CH:6]=[CH:5]2. The yield is 0.380. (10) The reactants are [C:1]([O:5][C:6]([N:8]1[CH2:15][CH:14]2[N:16]([C:17]([O:19][C:20]([CH3:23])([CH3:22])[CH3:21])=[O:18])[CH:10]([CH2:11][C:12]([C:27]3[S:31][C:30]([CH2:32][O:33][CH2:34][CH2:35][O:36][Si:37]([C:40]([CH3:43])([CH3:42])[CH3:41])([CH3:39])[CH3:38])=[N:29][CH:28]=3)=[C:13]2[C:24](O)=[O:25])[CH2:9]1)=[O:7])([CH3:4])([CH3:3])[CH3:2].CCN=C=NCCCN(C)C.Cl.C1C=CC2N(O)N=NC=2C=1.CCN(C(C)C)C(C)C.[CH:75]1([NH:78][CH2:79][C:80]2[CH:85]=[CH:84][CH:83]=[C:82]([O:86][CH3:87])[C:81]=2[CH3:88])[CH2:77][CH2:76]1. The catalyst is C(Cl)Cl.CN(C1C=CN=CC=1)C. The product is [C:1]([O:5][C:6]([N:8]1[CH2:15][CH:14]2[N:16]([C:17]([O:19][C:20]([CH3:23])([CH3:22])[CH3:21])=[O:18])[CH:10]([CH2:11][C:12]([C:27]3[S:31][C:30]([CH2:32][O:33][CH2:34][CH2:35][O:36][Si:37]([C:40]([CH3:43])([CH3:42])[CH3:41])([CH3:39])[CH3:38])=[N:29][CH:28]=3)=[C:13]2[C:24](=[O:25])[N:78]([CH:75]2[CH2:77][CH2:76]2)[CH2:79][C:80]2[CH:85]=[CH:84][CH:83]=[C:82]([O:86][CH3:87])[C:81]=2[CH3:88])[CH2:9]1)=[O:7])([CH3:2])([CH3:3])[CH3:4]. The yield is 0.330.